Predict the product of the given reaction. From a dataset of Forward reaction prediction with 1.9M reactions from USPTO patents (1976-2016). (1) Given the reactants [CH:1]1([C:4]2[NH:13][C:7]3[N:8]=[N:9][C:10](I)=[CH:11][C:6]=3[CH:5]=2)[CH2:3][CH2:2]1.[CH2:14]([N:18]1[CH:22]=[C:21]([C:23]([O:25][CH3:26])=[O:24])[N:20]=[N:19]1)[CH2:15][C:16]#[CH:17].CCN(CC)CC, predict the reaction product. The product is: [CH:1]1([C:4]2[NH:13][C:7]3[N:8]=[N:9][C:10]([C:17]#[C:16][CH2:15][CH2:14][N:18]4[CH:22]=[C:21]([C:23]([O:25][CH3:26])=[O:24])[N:20]=[N:19]4)=[CH:11][C:6]=3[CH:5]=2)[CH2:3][CH2:2]1. (2) Given the reactants [NH2:1][C:2]1[CH:7]=[CH:6][C:5]([C:8]2[S:12][N:11]=[C:10]([Cl:13])[C:9]=2[C:14]#[N:15])=[CH:4][CH:3]=1.[F:16][C:17]1[CH:22]=[CH:21][C:20]([CH3:23])=[CH:19][C:18]=1[N:24]=[C:25]=[O:26], predict the reaction product. The product is: [Cl:13][C:10]1[C:9]([C:14]#[N:15])=[C:8]([C:5]2[CH:4]=[CH:3][C:2]([NH:1][C:25]([NH:24][C:18]3[CH:19]=[C:20]([CH3:23])[CH:21]=[CH:22][C:17]=3[F:16])=[O:26])=[CH:7][CH:6]=2)[S:12][N:11]=1. (3) Given the reactants [C:1]([O:4][C:5]1[CH:10]=[C:9]([N+:11]([O-])=O)[C:8]([NH:14][C:15](=[O:17])[CH3:16])=[C:7]([CH3:18])[CH:6]=1)(=[O:3])[CH3:2].[H][H], predict the reaction product. The product is: [C:1]([O:4][C:5]1[CH:6]=[C:7]([CH3:18])[C:8]([NH:14][C:15](=[O:17])[CH3:16])=[C:9]([NH2:11])[CH:10]=1)(=[O:3])[CH3:2]. (4) The product is: [C:1]([O:5][C:6]([NH:7][CH2:8][CH2:9][CH:10]1[CH2:11][CH2:12][N:13]([C:22]([O:23][CH2:24][C:25]2[CH:26]=[C:27]([Cl:32])[CH:28]=[C:29]([Cl:31])[CH:30]=2)=[O:33])[CH2:14][CH2:15]1)=[O:16])([CH3:4])([CH3:2])[CH3:3]. Given the reactants [C:1]([O:5][C:6](=[O:16])[NH:7][CH2:8][CH2:9][CH:10]1[CH2:15][CH2:14][NH:13][CH2:12][CH2:11]1)([CH3:4])([CH3:3])[CH3:2].C(=O)(O)[O-].[Na+].[C:22](Cl)(=[O:33])[O:23][CH2:24][C:25]1[CH:30]=[C:29]([Cl:31])[CH:28]=[C:27]([Cl:32])[CH:26]=1.[OH-].[Na+], predict the reaction product. (5) Given the reactants [CH3:1][C:2]1[CH:7]=[CH:6][C:5]([NH:8][C:9]([NH:11][CH2:12][CH2:13][S:14][CH2:15][C:16]2[O:20][C:19]([CH2:21][N:22]([CH3:24])[CH3:23])=[CH:18][CH:17]=2)=[O:10])=[CH:4][C:3]=1[Cl:25].CO.C([O-])(=O)C.C([O-])(=O)C.C([O-])(=O)C.C([O-])(=O)C.[Pb+4].O, predict the reaction product. The product is: [CH3:1][C:2]1[CH:7]=[CH:6][C:5]([NH:8][C:9]([NH:11][CH2:12][CH2:13][S:14][CH2:15][C:16]2[O:20][C:19]([CH2:21][N:22]([CH3:24])[CH3:23])=[CH:18][CH:17]=2)=[O:10])=[CH:4][C:3]=1[Cl:25].[ClH:25]. (6) Given the reactants C(CN)O.C(=O)([O-])[O-].[K+].[K+].[C:11]1([C:17]2[CH:18]=[C:19]3[C:23](=[CH:24][C:25]=2[Cl:26])[N:22]([CH2:27][O:28][CH2:29][CH2:30][Si:31]([CH3:34])([CH3:33])[CH3:32])[N:21]=[C:20]3[NH:35]C(=O)CCC)[CH:16]=[CH:15][CH:14]=[CH:13][CH:12]=1, predict the reaction product. The product is: [NH2:35][C:20]1[C:19]2[C:23](=[CH:24][C:25]([Cl:26])=[C:17]([C:11]3[CH:16]=[CH:15][CH:14]=[CH:13][CH:12]=3)[CH:18]=2)[N:22]([CH2:27][O:28][CH2:29][CH2:30][Si:31]([CH3:34])([CH3:33])[CH3:32])[N:21]=1.